From a dataset of Reaction yield outcomes from USPTO patents with 853,638 reactions. Predict the reaction yield, written as a fraction of the theoretical maximum amount of product (1.0 means a 100% yield; for example, 0.34 means a 34% yield). The reactants are [CH3:1][O:2][C:3]1[CH:11]=[CH:10][C:6]([CH2:7][Se-:8]=[Se])=[CH:5][CH:4]=1.[CH:12]1[C:24]2[CH:23]([CH2:25][O:26][C:27]([NH:29][C:30]([CH3:47])([CH2:35]OS(C3C=CC(C)=CC=3)(=O)=O)[C:31]([O:33][CH3:34])=[O:32])=[O:28])[C:22]3[C:17](=[CH:18][CH:19]=[CH:20][CH:21]=3)[C:16]=2[CH:15]=[CH:14][CH:13]=1. The catalyst is CCO. The product is [CH:21]1[C:22]2[CH:23]([CH2:25][O:26][C:27]([NH:29][C:30]([CH3:47])([CH2:35][Se:8][CH2:7][C:6]3[CH:10]=[CH:11][C:3]([O:2][CH3:1])=[CH:4][CH:5]=3)[C:31]([O:33][CH3:34])=[O:32])=[O:28])[C:24]3[C:16](=[CH:15][CH:14]=[CH:13][CH:12]=3)[C:17]=2[CH:18]=[CH:19][CH:20]=1. The yield is 0.121.